From a dataset of Catalyst prediction with 721,799 reactions and 888 catalyst types from USPTO. Predict which catalyst facilitates the given reaction. Reactant: [NH2:1][C:2]1[CH:3]=[CH:4][C:5]([CH3:22])=[C:6]([NH:8][C:9]2[N:10]=[CH:11][C:12]3[N:17]=[C:16]([NH:18][C:19](=[O:21])[CH3:20])[S:15][C:13]=3[N:14]=2)[CH:7]=1.[Cl:23][C:24]1[C:32]([C:33]([F:36])([F:35])[F:34])=[CH:31][CH:30]=[CH:29][C:25]=1[C:26](O)=[O:27].F[P-](F)(F)(F)(F)F.N1(OC(N(C)C)=[N+](C)C)C2N=CC=CC=2N=N1.C(=O)([O-])O.[Na+]. Product: [C:19]([NH:18][C:16]1[S:15][C:13]2[N:14]=[C:9]([NH:8][C:6]3[CH:7]=[C:2]([NH:1][C:26](=[O:27])[C:25]4[CH:29]=[CH:30][CH:31]=[C:32]([C:33]([F:34])([F:35])[F:36])[C:24]=4[Cl:23])[CH:3]=[CH:4][C:5]=3[CH3:22])[N:10]=[CH:11][C:12]=2[N:17]=1)(=[O:21])[CH3:20]. The catalyst class is: 17.